This data is from Full USPTO retrosynthesis dataset with 1.9M reactions from patents (1976-2016). The task is: Predict the reactants needed to synthesize the given product. (1) Given the product [Cl:1][C:2]1[CH:3]=[C:4]([C:5](=[O:8])[CH2:6][N:16]2[CH:17]=[CH:18][N:19]=[C:15]2[CH2:13][CH3:14])[CH:9]=[CH:10][C:11]=1[Cl:12], predict the reactants needed to synthesize it. The reactants are: [Cl:1][C:2]1[CH:3]=[C:4]([CH:9]=[CH:10][C:11]=1[Cl:12])[C:5](=[O:8])[CH2:6]Br.[CH2:13]([C:15]1[NH:16][CH:17]=[CH:18][N:19]=1)[CH3:14].O. (2) The reactants are: CCN=C=NCCCN(C)C.C1C=CC2N(O)N=NC=2C=1.[Cl:22][C:23]1[CH:24]=[C:25]([C:33]([OH:35])=O)[CH:26]=[N:27][C:28]=1[O:29][CH:30]([CH3:32])[CH3:31].O[NH:37]/[C:38](=[N:55]\[H])/[C:39]1[CH:40]=[C:41]2[C:45](=[CH:46][CH:47]=1)[NH:44][C:43]([CH2:48][CH2:49][C:50]([O:52][CH2:53][CH3:54])=[O:51])=[CH:42]2.CCCC[N+](CCCC)(CCCC)CCCC.[F-]. Given the product [Cl:22][C:23]1[CH:24]=[C:25]([C:33]2[O:35][N:55]=[C:38]([C:39]3[CH:40]=[C:41]4[C:45](=[CH:46][CH:47]=3)[NH:44][C:43]([CH2:48][CH2:49][C:50]([O:52][CH2:53][CH3:54])=[O:51])=[CH:42]4)[N:37]=2)[CH:26]=[N:27][C:28]=1[O:29][CH:30]([CH3:31])[CH3:32], predict the reactants needed to synthesize it. (3) Given the product [O:28]1[CH:32]=[CH:31][CH:30]=[C:29]1[C:2]1[CH:3]=[C:4]2[C:9](=[CH:10][CH:11]=1)[C:8](=[O:12])[NH:7][C:6](=[O:13])[C:5]2=[CH:14][NH:15][C:16]1[CH:17]=[CH:18][C:19]([CH2:22][N:23]2[CH2:24][CH2:25][CH2:26][CH2:27]2)=[CH:20][CH:21]=1, predict the reactants needed to synthesize it. The reactants are: Br[C:2]1[CH:3]=[C:4]2[C:9](=[CH:10][CH:11]=1)[C:8](=[O:12])[NH:7][C:6](=[O:13])[C:5]2=[CH:14][NH:15][C:16]1[CH:21]=[CH:20][C:19]([CH2:22][N:23]2[CH2:27][CH2:26][CH2:25][CH2:24]2)=[CH:18][CH:17]=1.[O:28]1[CH:32]=[CH:31][CH:30]=[C:29]1B(O)O.C(=O)([O-])[O-].[Cs+].[Cs+]. (4) Given the product [N:1]1[C:10]2[C:5](=[CH:6][CH:7]=[CH:8][CH:9]=2)[C:4]([CH2:11][CH2:12][CH2:13][NH2:14])=[CH:3][CH:2]=1, predict the reactants needed to synthesize it. The reactants are: [N:1]1[C:10]2[C:5](=[CH:6][CH:7]=[CH:8][CH:9]=2)[C:4]([CH:11]=[CH:12][CH2:13][NH2:14])=[CH:3][CH:2]=1.